From a dataset of Catalyst prediction with 721,799 reactions and 888 catalyst types from USPTO. Predict which catalyst facilitates the given reaction. (1) Reactant: [NH2:1][C:2]1[N:7]=[C:6]([OH:8])[CH:5]=[CH:4][C:3]=1[Br:9].[C:10]([O-])([O-])=O.[K+].[K+].CI. Product: [Br:9][C:3]1[C:2]([NH2:1])=[N:7][C:6]([O:8][CH3:10])=[CH:5][CH:4]=1. The catalyst class is: 3. (2) Reactant: [OH:1][C:2]1[CH:7]=[CH:6][C:5]([N:8]2[C:12]([CH3:14])([CH3:13])[C:11](=[O:15])[N:10]([C:16]3[CH:23]=[CH:22][C:19]([C:20]#[N:21])=[C:18]([C:24]([F:27])([F:26])[F:25])[CH:17]=3)[C:9]2=[S:28])=[CH:4][CH:3]=1.O[CH2:30][C:31]1([NH:34][C:35](=[O:41])[O:36][C:37]([CH3:40])([CH3:39])[CH3:38])[CH2:33][CH2:32]1.C1(P(C2C=CC=CC=2)C2C=CC=CC=2)C=CC=CC=1.N(C(OC(C)C)=O)=NC(OC(C)C)=O. Product: [C:20]([C:19]1[CH:22]=[CH:23][C:16]([N:10]2[C:11](=[O:15])[C:12]([CH3:14])([CH3:13])[N:8]([C:5]3[CH:4]=[CH:3][C:2]([O:1][CH2:30][C:31]4([NH:34][C:35](=[O:41])[O:36][C:37]([CH3:40])([CH3:39])[CH3:38])[CH2:32][CH2:33]4)=[CH:7][CH:6]=3)[C:9]2=[S:28])=[CH:17][C:18]=1[C:24]([F:26])([F:27])[F:25])#[N:21]. The catalyst class is: 4.